Dataset: Catalyst prediction with 721,799 reactions and 888 catalyst types from USPTO. Task: Predict which catalyst facilitates the given reaction. (1) Reactant: [Cl:1][C:2]1[CH:7]=[CH:6][C:5]([C:8]2[CH:13]=[N:12][N:11]3[C:14](=[O:17])[NH:15]N=[C:10]3[C:9]=2[C:18]2[CH:23]=[CH:22][C:21]([Cl:24])=[CH:20][CH:19]=2)=[CH:4][CH:3]=1.[CH2:25]([O:29][CH2:30][CH:31]1[O:33][CH2:32]1)[CH:26]([CH3:28])[CH3:27].[C:34]([O-])([O-])=O.[K+].[K+]. Product: [Cl:1][C:2]1[CH:3]=[CH:4][C:5]([C:8]2[CH:13]=[N:12][N:11]3[C:14](=[O:17])[N:15]([CH2:32][CH:31]([OH:33])[CH2:30][O:29][CH2:25][CH:26]([CH3:28])[CH3:27])[CH:34]=[C:10]3[C:9]=2[C:18]2[CH:19]=[CH:20][C:21]([Cl:24])=[CH:22][CH:23]=2)=[CH:6][CH:7]=1. The catalyst class is: 3. (2) Reactant: [CH3:1][N:2]1[CH2:25][CH2:24][C:5]2[N:6]([CH2:14][C:15]3([C:18]4[CH:19]=[N:20][CH:21]=[CH:22][CH:23]=4)[CH2:17][O:16]3)[C:7]3[CH:8]=[CH:9][C:10]([CH3:13])=[CH:11][C:12]=3[C:4]=2[CH2:3]1.[NH3:26]. Product: [NH2:26][CH2:17][C:15]([C:18]1[CH:19]=[N:20][CH:21]=[CH:22][CH:23]=1)([OH:16])[CH2:14][N:6]1[C:7]2[CH:8]=[CH:9][C:10]([CH3:13])=[CH:11][C:12]=2[C:4]2[CH2:3][N:2]([CH3:1])[CH2:25][CH2:24][C:5]1=2. The catalyst class is: 5. (3) Reactant: Cl[C:2]1[CH:3]=[C:4]([CH:7]=[CH:8][C:9]=1Cl)[CH2:5]Cl.N#N.[NH2:13][C:14]1[CH:21]=[CH:20][C:19](I)=[CH:18][C:15]=1[C:16]#[N:17]. The catalyst class is: 324. Product: [NH2:13][C:14]1[CH:21]=[CH:20][C:19]([CH2:5][C:4]2[CH:7]=[CH:8][CH:9]=[CH:2][CH:3]=2)=[CH:18][C:15]=1[C:16]#[N:17]. (4) Reactant: [NH2:1][C:2]1[N:7]=[C:6]([N:8]2[CH2:13][CH2:12][N:11]([C:14]([O:16][C:17]([CH3:20])([CH3:19])[CH3:18])=[O:15])[CH2:10][CH2:9]2)[CH:5]=[CH:4][N:3]=1.C[Si]([N-][Si](C)(C)C)(C)C.[Na+].[F:31][C:32]([F:61])([F:60])[C:33]1[CH:34]=[C:35]([C:39]2[CH:40]=[CH:41][C:42]3[N:48]4[CH2:49][C@H:45]([CH2:46][CH2:47]4)[N:44]([C:50](OC4C=CC=CC=4)=[O:51])[C:43]=3[N:59]=2)[CH:36]=[CH:37][CH:38]=1. Product: [F:60][C:32]([F:31])([F:61])[C:33]1[CH:34]=[C:35]([C:39]2[CH:40]=[CH:41][C:42]3[N:48]4[CH2:49][C@H:45]([CH2:46][CH2:47]4)[N:44]([C:50]([NH:1][C:2]4[N:7]=[C:6]([N:8]5[CH2:9][CH2:10][N:11]([C:14]([O:16][C:17]([CH3:20])([CH3:19])[CH3:18])=[O:15])[CH2:12][CH2:13]5)[CH:5]=[CH:4][N:3]=4)=[O:51])[C:43]=3[N:59]=2)[CH:36]=[CH:37][CH:38]=1. The catalyst class is: 1. (5) Reactant: [F:1][C:2]1[CH:7]=[CH:6][C:5]([CH2:8][C:9]([C:11]2[CH:16]=[CH:15][CH:14]=[CH:13][C:12]=2[C:17]#[C:18][CH2:19][CH2:20][CH2:21][CH3:22])=[O:10])=[CH:4][CH:3]=1.C[Si]([N-][Si](C)(C)C)(C)C.[K+]. The catalyst class is: 11. Product: [CH2:19]([C:18]1[C:8]([C:5]2[CH:4]=[CH:3][C:2]([F:1])=[CH:7][CH:6]=2)=[C:9]([OH:10])[C:11]2[C:12]([CH:17]=1)=[CH:13][CH:14]=[CH:15][CH:16]=2)[CH2:20][CH2:21][CH3:22].